Task: Predict the reaction yield, written as a fraction of the theoretical maximum amount of product (1.0 means a 100% yield; for example, 0.34 means a 34% yield).. Dataset: Reaction yield outcomes from USPTO patents with 853,638 reactions (1) The reactants are [OH:1][C:2]1[CH:9]=[CH:8][C:5]([CH:6]=[O:7])=[CH:4][C:3]=1[CH3:10].C(=O)([O-])[O-].[K+].[K+].Br[CH2:18][C:19]1[CH:24]=[CH:23][C:22]([C:25]([F:28])([F:27])[F:26])=[CH:21][C:20]=1[C:29]([F:32])([F:31])[F:30].O. The catalyst is CN(C=O)C. The product is [F:30][C:29]([F:31])([F:32])[C:20]1[CH:21]=[C:22]([C:25]([F:28])([F:26])[F:27])[CH:23]=[CH:24][C:19]=1[CH2:18][O:1][C:2]1[CH:9]=[CH:8][C:5]([CH:6]=[O:7])=[CH:4][C:3]=1[CH3:10]. The yield is 0.850. (2) The reactants are [C:1]1([CH2:7][C:8]2([CH2:18][C:19]3[CH:24]=[CH:23][CH:22]=[CH:21][CH:20]=3)[CH:12]3[CH2:13][NH:14][CH2:15][CH2:16][N:11]3[C:10](=[O:17])[O:9]2)[CH:6]=[CH:5][CH:4]=[CH:3][CH:2]=1.[F:25][C:26]1[CH:35]=[CH:34][C:29]([CH2:30][N:31]=[C:32]=[O:33])=[CH:28][CH:27]=1. The catalyst is O1CCCC1. The product is [C:19]1([CH2:18][C:8]2([CH2:7][C:1]3[CH:2]=[CH:3][CH:4]=[CH:5][CH:6]=3)[CH:12]3[CH2:13][N:14]([C:32]([NH:31][CH2:30][C:29]4[CH:34]=[CH:35][C:26]([F:25])=[CH:27][CH:28]=4)=[O:33])[CH2:15][CH2:16][N:11]3[C:10](=[O:17])[O:9]2)[CH:24]=[CH:23][CH:22]=[CH:21][CH:20]=1. The yield is 0.700. (3) The reactants are [NH2:1][CH2:2][CH2:3][C:4]1[CH:9]=[CH:8][C:7]([OH:10])=[CH:6][CH:5]=1.C(N(CC)CC)C.Cl[C:19]1[C:24]([Cl:25])=[C:23]([CH3:26])[N:22]=[CH:21][N:20]=1. The catalyst is C1(C)C=CC=CC=1. The product is [Cl:25][C:24]1[C:19]([NH:1][CH2:2][CH2:3][C:4]2[CH:9]=[CH:8][C:7]([OH:10])=[CH:6][CH:5]=2)=[N:20][CH:21]=[N:22][C:23]=1[CH3:26]. The yield is 0.880. (4) The reactants are Cl[C:2]1[N:7]=[CH:6][N:5]=[C:4]([C:8]([NH:10][CH2:11][C@H:12]([OH:24])[CH2:13][N:14]2[CH2:23][CH2:22][C:21]3[C:16](=[CH:17][CH:18]=[CH:19][CH:20]=3)[CH2:15]2)=[O:9])[CH:3]=1.[O:25]1[CH2:28][CH:27]([NH2:29])[CH2:26]1.CCN(C(C)C)C(C)C. The catalyst is CC(O)C. The product is [CH2:15]1[C:16]2[C:21](=[CH:20][CH:19]=[CH:18][CH:17]=2)[CH2:22][CH2:23][N:14]1[CH2:13][C@@H:12]([OH:24])[CH2:11][NH:10][C:8]([C:4]1[CH:3]=[C:2]([NH:29][CH:27]2[CH2:28][O:25][CH2:26]2)[N:7]=[CH:6][N:5]=1)=[O:9]. The yield is 0.163. (5) The reactants are [CH2:1]([O:3][C:4]([N:6]1[C:10]2[CH2:11][N:12](C(OC(C)(C)C)=O)[CH2:13][C:9]=2[C:8]([NH:21][C:22](=[O:35])[CH:23]([C:25]2[CH:34]=[CH:33][C:32]3[C:27](=[CH:28][CH:29]=[CH:30][CH:31]=3)[CH:26]=2)[CH3:24])=[N:7]1)=[O:5])[CH3:2].C(O)(C(F)(F)F)=O.C(Cl)Cl. The catalyst is C(Cl)Cl. The product is [CH2:1]([O:3][C:4]([N:6]1[C:10]2[CH2:11][NH:12][CH2:13][C:9]=2[C:8]([NH:21][C:22](=[O:35])[CH:23]([C:25]2[CH:34]=[CH:33][C:32]3[C:27](=[CH:28][CH:29]=[CH:30][CH:31]=3)[CH:26]=2)[CH3:24])=[N:7]1)=[O:5])[CH3:2]. The yield is 1.00. (6) The reactants are C([O-])(=O)C.[K+].N[C@@H]1C2C(=CC=CC=2)C[C@H]1NC(C1NC2C(C=1)=CC(Cl)=CC=2)=O.C(O)(C(F)(F)F)=O.[Cl:36][C:37]1[CH:38]=[C:39]2[C:43](=[CH:44][CH:45]=1)[NH:42][C:41]([C:46]([NH:48][C@@H:49]1[CH2:57][C:56]3[C:51](=[CH:52][CH:53]=[CH:54][CH:55]=3)[C@H:50]1[NH:58][CH2:59][C@@H:60]1[CH2:64][O:63]C(C)(C)[O:61]1)=[O:47])=[CH:40]2. The catalyst is CO.C(Cl)Cl. The product is [Cl:36][C:37]1[CH:38]=[C:39]2[C:43](=[CH:44][CH:45]=1)[NH:42][C:41]([C:46]([NH:48][C@@H:49]1[CH2:57][C:56]3[C:51](=[CH:52][CH:53]=[CH:54][CH:55]=3)[C@H:50]1[NH:58][CH2:59][C@@H:60]([OH:61])[CH2:64][OH:63])=[O:47])=[CH:40]2. The yield is 1.00. (7) The yield is 0.920. The product is [OH:37][C:38]12[CH2:39][CH:40]3[CH2:46][CH:44]([CH2:43][C:42]([CH2:50][C:49]([O:52][CH:53]([CH3:64])[C:54]([F:63])([F:62])[C:55]([F:61])([F:60])[S:56]([O-:59])(=[O:58])=[O:57])=[O:51])([CH2:41]3)[CH2:47]1)[CH2:45]2.[CH2:2]([C:4]1([O:9][C:10](=[O:36])[CH2:11][O:12][C:13]([C:15]2[CH:16]=[CH:17][C:18]([O:34][CH3:35])=[C:19]([S+:21]3[C:22]4[CH:33]=[CH:32][CH:31]=[CH:30][C:23]=4[C:24]4[CH:29]=[CH:28][CH:27]=[CH:26][C:25]3=4)[CH:20]=2)=[O:14])[CH2:5][CH2:6][CH2:7][CH2:8]1)[CH3:3]. The reactants are [I-].[CH2:2]([C:4]1([O:9][C:10](=[O:36])[CH2:11][O:12][C:13]([C:15]2[CH:16]=[CH:17][C:18]([O:34][CH3:35])=[C:19]([S+:21]3[C:25]4[CH:26]=[CH:27][CH:28]=[CH:29][C:24]=4[C:23]4[CH:30]=[CH:31][CH:32]=[CH:33][C:22]3=4)[CH:20]=2)=[O:14])[CH2:8][CH2:7][CH2:6][CH2:5]1)[CH3:3].[OH:37][C:38]12[CH2:47][CH:42]3[CH2:43][CH:44]([CH2:46][CH:40]([CH2:41]3)[CH2:39]1)[CH2:45]2.[Na].[C:49]([O:52][CH:53]([CH3:64])[C:54]([F:63])([F:62])[C:55]([F:61])([F:60])[S:56]([O-:59])(=[O:58])=[O:57])(=[O:51])[CH3:50].O. The catalyst is ClCCl.